Task: Predict which catalyst facilitates the given reaction.. Dataset: Catalyst prediction with 721,799 reactions and 888 catalyst types from USPTO (1) Reactant: P([O-])(O)(O)=O.[Na+].[Na].[CH3:8][O:9][C:10]1[CH:15]=[CH:14][C:13]([C@@H:16]2[C@H:21]([O:22][CH2:23][C:24]#[C:25][CH2:26][N:27]3[CH2:32][CH2:31][O:30][CH2:29][CH2:28]3)[CH2:20][NH:19][CH2:18][C@@H:17]2[O:33][CH:34]([C:45]2[CH:46]=[CH:47][C:48]3[O:53][CH2:52][CH2:51][N:50]([CH2:54][CH2:55][CH2:56][O:57][CH3:58])[C:49]=3[CH:59]=2)S(C2C=CC(C)=CC=2)(=O)=O)=[CH:12][CH:11]=1. Product: [CH3:8][O:9][C:10]1[CH:11]=[CH:12][C:13]([C@H:16]2[C@H:21]([O:22][CH2:23][C:24]#[C:25][CH2:26][N:27]3[CH2:32][CH2:31][O:30][CH2:29][CH2:28]3)[CH2:20][NH:19][CH2:18][C@@H:17]2[O:33][CH2:34][C:45]2[CH:46]=[CH:47][C:48]3[O:53][CH2:52][CH2:51][N:50]([CH2:54][CH2:55][CH2:56][O:57][CH3:58])[C:49]=3[CH:59]=2)=[CH:14][CH:15]=1. The catalyst class is: 7. (2) Reactant: [OH:1][C:2]1[CH:11]=[CH:10][C:5]2[C:6](=[O:9])[CH2:7][O:8][C:4]=2[C:3]=1[CH2:12][N:13]1[CH2:18][CH2:17][O:16][CH2:15][CH2:14]1.[NH:19]1[C:27]2[C:22](=[CH:23][CH:24]=[CH:25][CH:26]=2)[C:21]([CH:28]=O)=[N:20]1.N1CCCCC1. Product: [NH:19]1[C:27]2[C:22](=[CH:23][CH:24]=[CH:25][CH:26]=2)[C:21](/[CH:28]=[C:7]2\[O:8][C:4]3[C:3]([CH2:12][N:13]4[CH2:18][CH2:17][O:16][CH2:15][CH2:14]4)=[C:2]([OH:1])[CH:11]=[CH:10][C:5]=3[C:6]\2=[O:9])=[N:20]1. The catalyst class is: 5. (3) Reactant: [CH2:1]([O:8][C:9](=[O:21])[NH:10][C:11]1[CH:20]=[CH:19][C:14]2[O:15][CH2:16][CH2:17][O:18][C:13]=2[CH:12]=1)[C:2]1[CH:7]=[CH:6][CH:5]=[CH:4][CH:3]=1.[Li]CCCC.[Br:27][CH2:28]/[CH:29]=[CH:30]/[CH2:31]Br. Product: [CH2:1]([O:8][C:9](=[O:21])[N:10]([CH2:31][CH:30]=[CH:29][CH2:28][Br:27])[C:11]1[CH:20]=[CH:19][C:14]2[O:15][CH2:16][CH2:17][O:18][C:13]=2[CH:12]=1)[C:2]1[CH:7]=[CH:6][CH:5]=[CH:4][CH:3]=1. The catalyst class is: 1.